From a dataset of Peptide-MHC class I binding affinity with 185,985 pairs from IEDB/IMGT. Regression. Given a peptide amino acid sequence and an MHC pseudo amino acid sequence, predict their binding affinity value. This is MHC class I binding data. (1) The peptide sequence is TRYPLTFGW. The MHC is HLA-B44:02 with pseudo-sequence HLA-B44:02. The binding affinity (normalized) is 0. (2) The peptide sequence is YTVKYPNY. The MHC is H-2-Db with pseudo-sequence H-2-Db. The binding affinity (normalized) is 0.